This data is from Catalyst prediction with 721,799 reactions and 888 catalyst types from USPTO. The task is: Predict which catalyst facilitates the given reaction. (1) Reactant: CS(O[CH2:6][CH2:7][C:8]1[CH:13]=[CH:12][C:11]([C:14]2[CH:19]=[CH:18][C:17]([S:20]([CH2:23][CH2:24][CH2:25][O:26][CH3:27])(=[O:22])=[O:21])=[CH:16][CH:15]=2)=[CH:10][CH:9]=1)(=O)=O.C([O-])([O-])=O.[K+].[K+].C([C@@H]([C@H](C(O)=O)O)O)(O)=O.[CH3:44][C@@H:45]1[CH2:49][CH2:48][CH2:47][NH:46]1.C(#N)C. Product: [CH3:27][O:26][CH2:25][CH2:24][CH2:23][S:20]([C:17]1[CH:18]=[CH:19][C:14]([C:11]2[CH:10]=[CH:9][C:8]([CH2:7][CH2:6][N:46]3[CH2:47][CH2:48][CH2:49][C@H:45]3[CH3:44])=[CH:13][CH:12]=2)=[CH:15][CH:16]=1)(=[O:22])=[O:21]. The catalyst class is: 6. (2) Reactant: [H-].[Na+].[CH2:3]([OH:10])[C:4]1[CH:9]=[CH:8][CH:7]=[CH:6][CH:5]=1.[NH2:11][C:12]1[S:13][C:14]2[C:19]([NH:20][C@H:21]([CH2:24][CH:25]([CH3:27])[CH3:26])[CH2:22][OH:23])=[N:18][C:17](S(CC3C=CC=CC=3)(=O)=O)=[N:16][C:15]=2[N:38]=1. Product: [NH2:11][C:12]1[S:13][C:14]2[C:19]([NH:20][C@H:21]([CH2:24][CH:25]([CH3:26])[CH3:27])[CH2:22][OH:23])=[N:18][C:17]([O:10][CH2:3][C:4]3[CH:9]=[CH:8][CH:7]=[CH:6][CH:5]=3)=[N:16][C:15]=2[N:38]=1. The catalyst class is: 48. (3) Reactant: Cl.[NH2:2][CH2:3][C:4]([NH:6][C:7]1[CH:17]=[CH:16][C:10]([C:11]([O:13][CH2:14][CH3:15])=[O:12])=[CH:9][C:8]=1[O:18][CH3:19])=[O:5].C(N(CC)CC)C.[F:27][C:28]([F:35])([F:34])[C@H:29]([CH3:33])[CH2:30][CH:31]=O. Product: [CH3:19][O:18][C:8]1[CH:9]=[C:10]([CH:16]=[CH:17][C:7]=1[NH:6][C:4](=[O:5])[CH2:3]/[N:2]=[CH:31]/[CH2:30][C@@H:29]([CH3:33])[C:28]([F:35])([F:34])[F:27])[C:11]([O:13][CH2:14][CH3:15])=[O:12]. The catalyst class is: 237. (4) Reactant: [CH:1]([C:3]1[S:7][C:6]([C:8]2[CH:9]=[C:10]3[C:14](=[C:15]([C:17]([NH2:19])=[O:18])[CH:16]=2)[NH:13][CH:12]=[C:11]3[CH:20]2[CH2:25][CH2:24][N:23]([S:26]([CH2:29][CH2:30][CH2:31][N:32]3[CH2:37][CH2:36][O:35][CH2:34][CH2:33]3)(=[O:28])=[O:27])[CH2:22][CH2:21]2)=[CH:5][CH:4]=1)=O.[CH2:38]([NH2:40])[CH3:39].[BH4-].[Na+]. Product: [CH2:38]([NH:40][CH2:1][C:3]1[S:7][C:6]([C:8]2[CH:9]=[C:10]3[C:14](=[C:15]([C:17]([NH2:19])=[O:18])[CH:16]=2)[NH:13][CH:12]=[C:11]3[CH:20]2[CH2:21][CH2:22][N:23]([S:26]([CH2:29][CH2:30][CH2:31][N:32]3[CH2:37][CH2:36][O:35][CH2:34][CH2:33]3)(=[O:28])=[O:27])[CH2:24][CH2:25]2)=[CH:5][CH:4]=1)[CH3:39]. The catalyst class is: 5. (5) Reactant: [Br:1][C:2]1[CH:3]=[CH:4][C:5]([CH2:8][OH:9])=[N:6][CH:7]=1.C(N(CC)CC)C.[CH3:17][S:18](Cl)(=[O:20])=[O:19].C(=O)(O)[O-].[Na+]. Product: [Br:1][C:2]1[CH:3]=[CH:4][C:5]([CH2:8][O:9][S:18]([CH3:17])(=[O:20])=[O:19])=[N:6][CH:7]=1. The catalyst class is: 4. (6) Reactant: [Br:1][C:2]1[CH:9]=[C:8]([F:10])[C:7]([F:11])=[CH:6][C:3]=1[CH2:4]O.C(Br)(Br)(Br)[Br:13].C1(P(C2C=CC=CC=2)C2C=CC=CC=2)C=CC=CC=1. Product: [Br:1][C:2]1[CH:9]=[C:8]([F:10])[C:7]([F:11])=[CH:6][C:3]=1[CH2:4][Br:13]. The catalyst class is: 4. (7) Reactant: [H-].[Na+].[CH3:3][N:4]1[CH2:9][CH2:8][CH:7]([OH:10])[CH2:6][CH2:5]1.[Br:11][C:12]1[CH:17]=[CH:16][C:15](F)=[C:14]([N+:19]([O-:21])=[O:20])[CH:13]=1. Product: [Br:11][C:12]1[CH:17]=[CH:16][C:15]([O:10][CH:7]2[CH2:8][CH2:9][N:4]([CH3:3])[CH2:5][CH2:6]2)=[C:14]([N+:19]([O-:21])=[O:20])[CH:13]=1. The catalyst class is: 3. (8) Reactant: Cl.[Cl:2][C:3]1[CH:12]=[CH:11][C:10]2[CH2:9][NH:8][CH2:7][CH2:6][C:5]=2[N:4]=1.CCN(CC)CC.[CH3:20][O:21][C:22](Cl)=[O:23]. Product: [Cl:2][C:3]1[CH:12]=[CH:11][C:10]2[CH2:9][N:8]([C:22]([O:21][CH3:20])=[O:23])[CH2:7][CH2:6][C:5]=2[N:4]=1. The catalyst class is: 2. (9) Reactant: [CH3:1][O:2][C:3]1[CH:4]=[CH:5][C:6]2[NH:12][C:11](=O)[CH2:10][NH:9][C:8](=O)[C:7]=2[CH:15]=1.[H-].[Al+3].[Li+].[H-].[H-].[H-]. Product: [CH3:1][O:2][C:3]1[CH:4]=[CH:5][C:6]2[NH:12][CH2:11][CH2:10][NH:9][CH2:8][C:7]=2[CH:15]=1. The catalyst class is: 1.